Predict the product of the given reaction. From a dataset of Forward reaction prediction with 1.9M reactions from USPTO patents (1976-2016). (1) Given the reactants [F:1][C:2]1[CH:3]=[C:4]([CH:15]([CH3:20])[C:16]([O:18][CH3:19])=[O:17])[CH:5]=[CH:6][C:7]=1[C:8]1[CH:13]=[CH:12][CH:11]=[C:10]([OH:14])[CH:9]=1.[CH2:21]([N:28]=[C:29]=[O:30])[C:22]1[CH:27]=[CH:26][CH:25]=[CH:24][CH:23]=1, predict the reaction product. The product is: [CH2:21]([NH:28][C:29]([O:14][C:10]1[CH:9]=[C:8]([C:7]2[CH:6]=[CH:5][C:4]([CH:15]([CH3:20])[C:16]([O:18][CH3:19])=[O:17])=[CH:3][C:2]=2[F:1])[CH:13]=[CH:12][CH:11]=1)=[O:30])[C:22]1[CH:27]=[CH:26][CH:25]=[CH:24][CH:23]=1. (2) Given the reactants [CH3:1][O:2][C:3](=[O:61])[NH:4][CH:5]([C:9]([N:11]1[CH2:15][CH2:14][CH2:13][CH:12]1[C:16]1[NH:17][C:18]([C:21]2[CH:30]=[CH:29][C:28]3[C:23](=[CH:24][CH:25]=[C:26]([C:31]4[CH:36]=[CH:35][C:34]([C:37]5[NH:38][C:39]([C@@H:42]6[CH2:46][CH2:45][CH2:44][N:43]6[C:47](=[O:60])[CH:48]([NH:55][C:56]([O:58][CH3:59])=[O:57])[C:49]6[CH:54]=[CH:53][CH:52]=[CH:51][CH:50]=6)=[N:40][CH:41]=5)=[CH:33][CH:32]=4)[CH:27]=3)[CH:22]=2)=[CH:19][N:20]=1)=[O:10])[CH:6]([CH3:8])[CH3:7].[CH3:62]OC(NC(C1C=CC=CC=1C)C(O)=O)=O, predict the reaction product. The product is: [CH3:1][O:2][C:3](=[O:61])[NH:4][CH:5]([C:9]([N:11]1[CH2:15][CH2:14][CH2:13][CH:12]1[C:16]1[NH:17][C:18]([C:21]2[CH:30]=[CH:29][C:28]3[C:23](=[CH:24][CH:25]=[C:26]([C:31]4[CH:32]=[CH:33][C:34]([C:37]5[NH:38][C:39]([CH:42]6[CH2:46][CH2:45][CH2:44][N:43]6[C:47](=[O:60])[CH:48]([NH:55][C:56]([O:58][CH3:59])=[O:57])[C:49]6[CH:54]=[CH:53][CH:52]=[CH:51][C:50]=6[CH3:62])=[N:40][CH:41]=5)=[CH:35][CH:36]=4)[CH:27]=3)[CH:22]=2)=[CH:19][N:20]=1)=[O:10])[CH:6]([CH3:8])[CH3:7]. (3) Given the reactants [CH3:1][O:2][CH2:3][CH2:4][O:5][C:6]1[CH:7]=[C:8]2[C:12](=[CH:13][CH:14]=1)[NH:11][C:10]([C:15]([O:17]CC)=[O:16])=[CH:9]2.O[Li].O.C(O)C, predict the reaction product. The product is: [CH3:1][O:2][CH2:3][CH2:4][O:5][C:6]1[CH:7]=[C:8]2[C:12](=[CH:13][CH:14]=1)[NH:11][C:10]([C:15]([OH:17])=[O:16])=[CH:9]2.